From a dataset of Reaction yield outcomes from USPTO patents with 853,638 reactions. Predict the reaction yield, written as a fraction of the theoretical maximum amount of product (1.0 means a 100% yield; for example, 0.34 means a 34% yield). (1) The reactants are [Cl:1][C:2]1[N:7]=[CH:6][C:5]([NH:8]C(=O)OC(C)(C)C)=[C:4]([CH:16]([OH:18])[CH3:17])[CH:3]=1.C(Cl)Cl.FC(F)(F)C(O)=O. No catalyst specified. The product is [NH2:8][C:5]1[C:4]([CH:16]([OH:18])[CH3:17])=[CH:3][C:2]([Cl:1])=[N:7][CH:6]=1. The yield is 0.870. (2) The reactants are [O-]CC.[Na+].C(O)C.[Cl:8][C:9]1[CH:14]=[C:13]([Cl:15])[CH:12]=[CH:11][C:10]=1[C:16](=[O:18])[CH3:17].[C:19](OCC)(=[O:25])[C:20]([O:22][CH2:23][CH3:24])=[O:21].Cl. The catalyst is O1CCCC1.C(Cl)(Cl)Cl. The product is [Cl:8][C:9]1[CH:14]=[C:13]([Cl:15])[CH:12]=[CH:11][C:10]=1[C:16](=[O:18])[CH2:17][C:19](=[O:25])[C:20]([O:22][CH2:23][CH3:24])=[O:21]. The yield is 0.780.